Task: Predict the reactants needed to synthesize the given product.. Dataset: Full USPTO retrosynthesis dataset with 1.9M reactions from patents (1976-2016) (1) Given the product [Cl:1][C:2]1[CH:23]=[CH:22][C:5]([C:6]([N:8]([CH3:21])[C:9]2[CH:20]=[CH:19][CH:18]=[CH:17][C:10]=2[O:11][CH2:12][CH2:13][C:14]([O:16][CH2:43][O:42][C:36](=[O:41])[C:37]([CH3:40])([CH3:39])[CH3:38])=[O:15])=[O:7])=[CH:4][C:3]=1[C:24]1[CH:25]=[N:26][C:27]([C:32]([F:35])([F:33])[F:34])=[CH:28][C:29]=1[C:30]#[N:31], predict the reactants needed to synthesize it. The reactants are: [Cl:1][C:2]1[CH:23]=[CH:22][C:5]([C:6]([N:8]([CH3:21])[C:9]2[CH:20]=[CH:19][CH:18]=[CH:17][C:10]=2[O:11][CH2:12][CH2:13][C:14]([OH:16])=[O:15])=[O:7])=[CH:4][C:3]=1[C:24]1[CH:25]=[N:26][C:27]([C:32]([F:35])([F:34])[F:33])=[CH:28][C:29]=1[C:30]#[N:31].[C:36]([O:42][CH2:43]Cl)(=[O:41])[C:37]([CH3:40])([CH3:39])[CH3:38].C(N(CC)CC)C.[Na+].[I-]. (2) Given the product [N+:20]([C:23]1[CH:24]=[CH:25][C:26]([S:29]([N:2]2[C@@H:3]([C:11]([OH:13])=[O:12])[CH2:4][C:5]3[C:10](=[CH:9][CH:8]=[CH:7][CH:6]=3)[CH2:1]2)(=[O:31])=[O:30])=[CH:27][CH:28]=1)([O-:22])=[O:21], predict the reactants needed to synthesize it. The reactants are: [CH2:1]1[C:10]2[C:5](=[CH:6][CH:7]=[CH:8][CH:9]=2)[CH2:4][C@H:3]([C:11]([OH:13])=[O:12])[NH:2]1.[OH-].[Na+].C(Cl)Cl.O.[N+:20]([C:23]1[CH:28]=[CH:27][C:26]([S:29](Cl)(=[O:31])=[O:30])=[CH:25][CH:24]=1)([O-:22])=[O:21]. (3) Given the product [NH2:8][C:6]1[CH:5]=[CH:4][C:3]([CH2:11][CH2:12][OH:13])=[C:2]([F:1])[CH:7]=1, predict the reactants needed to synthesize it. The reactants are: [F:1][C:2]1[CH:7]=[C:6]([N+:8]([O-])=O)[CH:5]=[CH:4][C:3]=1[CH2:11][CH2:12][OH:13].